Dataset: Forward reaction prediction with 1.9M reactions from USPTO patents (1976-2016). Task: Predict the product of the given reaction. (1) Given the reactants Cl[C:2]1[CH:11]=[N:10][C:9]2[C:4](=[CH:5][C:6]([O:12][CH3:13])=[CH:7][CH:8]=2)[N:3]=1.C(O[C:19](=[O:30])[NH:20][CH:21]1[CH2:26][CH2:25][N:24]([CH2:27][CH2:28][OH:29])[CH2:23][CH2:22]1)(C)(C)C.[O:31]=[C:32]1[CH2:37][S:36][C:35]2[CH:38]=[CH:39][C:40](C(O)=O)=[N:41][C:34]=2[NH:33]1, predict the reaction product. The product is: [CH3:13][O:12][C:6]1[CH:5]=[C:4]2[C:9]([N:10]=[CH:11][C:2]([O:29][CH2:28][CH2:27][N:24]3[CH2:23][CH2:22][CH:21]([NH:20][C:19]([C:40]4[CH:39]=[CH:38][C:35]5[S:36][CH2:37][C:32](=[O:31])[NH:33][C:34]=5[N:41]=4)=[O:30])[CH2:26][CH2:25]3)=[N:3]2)=[CH:8][CH:7]=1. (2) The product is: [NH2:15][CH2:14][CH2:13][C:10]1[CH:9]=[CH:8][C:7]([C:5]2[N:6]=[C:2]([NH2:1])[S:3][CH:4]=2)=[CH:12][CH:11]=1. Given the reactants [NH2:1][C:2]1[S:3][CH:4]=[C:5]([C:7]2[CH:12]=[CH:11][C:10]([CH2:13][CH2:14][NH:15]C(=O)C)=[CH:9][CH:8]=2)[N:6]=1, predict the reaction product. (3) Given the reactants C(OC(=O)[NH:7][C@H:8]1[CH2:12][CH2:11][CH2:10][C@H:9]1[OH:13])(C)(C)C.Cl[C:16]1[N:17]=[CH:18][C:19]2[CH2:25][N:24]([C:26]3[C:31]([F:32])=[C:30]([O:33][CH3:34])[CH:29]=[C:28]([O:35][CH3:36])[C:27]=3[F:37])[C:23](=[O:38])[C:22]3([CH2:40][CH2:39]3)[C:20]=2[N:21]=1.[H-].[Na+], predict the reaction product. The product is: [NH2:7][C@H:8]1[CH2:12][CH2:11][CH2:10][C@H:9]1[O:13][C:16]1[N:17]=[CH:18][C:19]2[CH2:25][N:24]([C:26]3[C:27]([F:37])=[C:28]([O:35][CH3:36])[CH:29]=[C:30]([O:33][CH3:34])[C:31]=3[F:32])[C:23](=[O:38])[C:22]3([CH2:40][CH2:39]3)[C:20]=2[N:21]=1.